This data is from TCR-epitope binding with 47,182 pairs between 192 epitopes and 23,139 TCRs. The task is: Binary Classification. Given a T-cell receptor sequence (or CDR3 region) and an epitope sequence, predict whether binding occurs between them. (1) The epitope is TFYLTNDVSFL. The TCR CDR3 sequence is CASSSPGQNVHEQYF. Result: 1 (the TCR binds to the epitope). (2) The epitope is EIYKRWII. The TCR CDR3 sequence is CASSLSGSGWQETQYF. Result: 1 (the TCR binds to the epitope). (3) The epitope is KLPDDFTGCV. The TCR CDR3 sequence is CASSEGLKNIQYF. Result: 1 (the TCR binds to the epitope). (4) The epitope is RLRAEAQVK. The TCR CDR3 sequence is CASSQGGGLGTEAFF. Result: 1 (the TCR binds to the epitope). (5) The epitope is WICLLQFAY. The TCR CDR3 sequence is CATSDGTESSWGEQYF. Result: 1 (the TCR binds to the epitope).